From a dataset of Catalyst prediction with 721,799 reactions and 888 catalyst types from USPTO. Predict which catalyst facilitates the given reaction. (1) Reactant: [Cl:1][C:2]1[C:10](F)=[C:9]([S:12]([CH3:15])(=[O:14])=[O:13])[CH:8]=[CH:7][C:3]=1[C:4]([OH:6])=[O:5].[H-].[Na+].[Na].[CH3:19][O:20][CH2:21][CH2:22][SH:23]. Product: [Cl:1][C:2]1[C:10]([S:23][CH2:22][CH2:21][O:20][CH3:19])=[C:9]([S:12]([CH3:15])(=[O:14])=[O:13])[CH:8]=[CH:7][C:3]=1[C:4]([OH:6])=[O:5]. The catalyst class is: 18. (2) Reactant: C([C:4]1[CH:9]=[CH:8][CH:7]=[C:6](CC2C=CC=CC=2)[C:5]=1O)C=C.[C:18](=[O:21])([O-])[O-].[K+].[K+].[CH2:24](Br)[C:25]1[CH:30]=[CH:29][CH:28]=[CH:27][CH:26]=1.C(C1C=CC(OC)=CC=1OCC1C=CC=CC=1)C=C.C(C1C=CC=C(CC2C=CC=CC=2)C=1OCC1C=CC=CC=1)C=C.CC[C@H]1[C@H]2C[C@H]([C@H](OC3C4C(=CC=CC=4)C(O[C@H](C4C=CN=C5C=4C=C(OC)C=C5)[C@@H]4N5C[C@H](CC)[C@@H](CC5)C4)=NN=3)C3C=CN=C4C=3C=C(OC)C=C4)N(CC2)C1.C(O[C:141]1[CH:146]=[C:145](OC)[CH:144]=[CH:143][C:142]=1[CH2:149][CH:150]([OH:153])[CH2:151][OH:152])C1C=CC=CC=1. Product: [CH2:24]([C:144]1[C:143]([O:21][CH2:18][C:4]2[CH:9]=[CH:8][CH:7]=[CH:6][CH:5]=2)=[C:142]([CH2:149][CH:150]([OH:153])[CH2:151][OH:152])[CH:141]=[CH:146][CH:145]=1)[C:25]1[CH:30]=[CH:29][CH:28]=[CH:27][CH:26]=1. The catalyst class is: 682.